From a dataset of NCI-60 drug combinations with 297,098 pairs across 59 cell lines. Regression. Given two drug SMILES strings and cell line genomic features, predict the synergy score measuring deviation from expected non-interaction effect. Drug 1: C1=NC2=C(N1)C(=S)N=CN2. Drug 2: C1=NNC2=C1C(=O)NC=N2. Cell line: COLO 205. Synergy scores: CSS=30.4, Synergy_ZIP=-6.56, Synergy_Bliss=0.189, Synergy_Loewe=-34.6, Synergy_HSA=0.245.